From a dataset of Forward reaction prediction with 1.9M reactions from USPTO patents (1976-2016). Predict the product of the given reaction. (1) Given the reactants [Cl:1][C:2]1[CH:9]=[C:8]([O:10][CH:11]2[CH2:16][CH2:15][N:14](C(OC(C)(C)C)=O)[CH2:13][CH2:12]2)[CH:7]=[CH:6][C:3]=1[C:4]#[N:5].Cl, predict the reaction product. The product is: [ClH:1].[Cl:1][C:2]1[CH:9]=[C:8]([O:10][CH:11]2[CH2:16][CH2:15][NH:14][CH2:13][CH2:12]2)[CH:7]=[CH:6][C:3]=1[C:4]#[N:5]. (2) Given the reactants C1(C)C=CC(S([O-])(=O)=O)=CC=1.[NH+]1C=CC=CC=1.[O:18]1CCO[CH:19]1[C:23]1[CH:32]=[CH:31][C:30]([O:33][CH3:34])=[C:29]2[C:24]=1[CH2:25][CH2:26][C:27](=[O:50])[N:28]2[CH2:35][C:36]1[CH:37]=[N:38][C:39]([N:42]([CH3:49])[C:43]2[CH:48]=[CH:47][CH:46]=[CH:45][CH:44]=2)=[CH:40][CH:41]=1.C(=O)([O-])O.[Na+].C(OCC)(=O)C, predict the reaction product. The product is: [CH3:34][O:33][C:30]1[C:29]2[N:28]([CH2:35][C:36]3[CH:37]=[N:38][C:39]([N:42]([CH3:49])[C:43]4[CH:44]=[CH:45][CH:46]=[CH:47][CH:48]=4)=[CH:40][CH:41]=3)[C:27](=[O:50])[CH2:26][CH2:25][C:24]=2[C:23]([CH:19]=[O:18])=[CH:32][CH:31]=1. (3) Given the reactants [CH2:1]1[CH2:5][CH2:4][CH2:3][CH2:2]1.[OH:6]N1[C:11](=[O:12])[CH2:10][CH2:9][C:8]1=O.[O:14]=[O:15], predict the reaction product. The product is: [C:1]1(=[O:6])[CH2:5][CH2:4][CH2:3][CH2:2]1.[CH:11]1([OH:12])[CH2:10][CH2:9][CH2:8][CH2:1]1.[CH:1]1([O:14][OH:15])[CH2:5][CH2:4][CH2:3][CH2:2]1. (4) Given the reactants C(OC([N:8]1[CH2:13][CH2:12][CH2:11][CH:10]([CH2:14][C:15]([NH:17][CH2:18][CH2:19][OH:20])=[O:16])[CH2:9]1)=O)(C)(C)C.[ClH:21], predict the reaction product. The product is: [ClH:21].[OH:20][CH2:19][CH2:18][NH:17][C:15](=[O:16])[CH2:14][CH:10]1[CH2:11][CH2:12][CH2:13][NH:8][CH2:9]1.